This data is from Forward reaction prediction with 1.9M reactions from USPTO patents (1976-2016). The task is: Predict the product of the given reaction. Given the reactants [F:1][C:2]1[C:7]([F:8])=[CH:6][CH:5]=[C:4]([F:9])[C:3]=1[C:10](O)([CH3:12])[CH3:11].[F:14][C:15]1[CH:20]=[CH:19][C:18]([N:21]2[C:25]([C:26]([OH:28])=[O:27])=[CH:24][N:23]=[C:22]2[S:29]C(C2C=CC=CC=2)(C2C=CC=CC=2)C2C=CC=CC=2)=[CH:17][CH:16]=1.[CH3:49][CH2:50]OC(C)=O, predict the reaction product. The product is: [F:14][C:15]1[CH:16]=[CH:17][C:18]([N:21]2[C:25]([C:26]([O:28][CH2:49][CH3:50])=[O:27])=[CH:24][N:23]=[C:22]2[S:29][C:10]([C:3]2[C:4]([F:9])=[CH:5][CH:6]=[C:7]([F:8])[C:2]=2[F:1])([CH3:12])[CH3:11])=[CH:19][CH:20]=1.